Dataset: Forward reaction prediction with 1.9M reactions from USPTO patents (1976-2016). Task: Predict the product of the given reaction. Given the reactants [Na].[CH:2]1[CH:7]=[C:6]([C:8]#[N:9])[C:5]([C:10]#[N:11])=[CH:4][CH:3]=1, predict the reaction product. The product is: [CH:2]1[CH:3]=[CH:4][C:5]2[C:6](=[C:8]3[N:9]=[C:8]4[N:11]=[C:10]([C:5]5[CH:4]=[CH:3][CH:2]=[CH:7][C:6]=54)[N:11]=[C:10]4[NH:9][C:8]([C:6]5[CH:7]=[CH:2][CH:3]=[CH:4][C:5]=54)=[N:11][C:10]4=[N:9][C:8]([C:6]5[CH:7]=[CH:2][CH:3]=[CH:4][C:5]=54)=[N:11][C:10]=2[NH:9]3)[CH:7]=1.